Dataset: Full USPTO retrosynthesis dataset with 1.9M reactions from patents (1976-2016). Task: Predict the reactants needed to synthesize the given product. (1) Given the product [Br:1][C:2]1[CH:3]=[C:4]2[C:5]([CH:6]=[N:11][NH:12]2)=[CH:8][CH:9]=1, predict the reactants needed to synthesize it. The reactants are: [Br:1][C:2]1[CH:9]=[CH:8][C:5]([CH:6]=O)=[C:4](F)[CH:3]=1.[NH2:11][NH2:12]. (2) Given the product [C:26]([C:23]1([NH:22][C:20](=[O:21])[C@H:14]([CH2:15][C:16]([F:19])([CH3:18])[CH3:17])[NH:13][C@@H:8]([C:5]2[CH:6]=[CH:7][C:2]([C:33]3[CH:34]=[CH:35][C:30]([S:29][CH3:28])=[CH:31][CH:32]=3)=[CH:3][CH:4]=2)[C:9]([F:12])([F:11])[F:10])[CH2:25][CH2:24]1)#[N:27], predict the reactants needed to synthesize it. The reactants are: Br[C:2]1[CH:7]=[CH:6][C:5]([C@H:8]([NH:13][C@H:14]([C:20]([NH:22][C:23]2([C:26]#[N:27])[CH2:25][CH2:24]2)=[O:21])[CH2:15][C:16]([F:19])([CH3:18])[CH3:17])[C:9]([F:12])([F:11])[F:10])=[CH:4][CH:3]=1.[CH3:28][S:29][C:30]1[CH:35]=[CH:34][C:33](B(O)O)=[CH:32][CH:31]=1.C([O-])([O-])=O.[Na+].[Na+].CN(C=O)C. (3) Given the product [C:7]([O-:9])([OH:21])=[O:8].[Na+:23].[F:2][C:3]1[C:4]2[NH:13][C:14]([C:16]3[S:17][CH:18]=[CH:19][CH:20]=3)=[N:15][C:5]=2[C:6]([C:7]([O:9][CH3:10])=[O:8])=[CH:11][CH:12]=1, predict the reactants needed to synthesize it. The reactants are: Cl.[F:2][C:3]1[CH:12]=[CH:11][C:6]([C:7]([O:9][CH3:10])=[O:8])=[CH:5][C:4]=1[NH:13][C:14]([C:16]1[S:17][CH:18]=[CH:19][CH:20]=1)=[NH:15].[O-:21]Cl.[Na+:23]. (4) Given the product [CH3:22][C:11]([C:5]1[CH:4]=[CH:3][C:2]([F:1])=[CH:10][C:6]=1[C:7]([OH:9])=[O:8])([CH3:23])[CH2:12][C@:13]([O:21][Si:29]([CH2:34][CH3:35])([CH2:32][CH3:33])[CH2:30][CH3:31])([C:17]([F:19])([F:20])[F:18])[CH2:14][C:15]#[CH:16], predict the reactants needed to synthesize it. The reactants are: [F:1][C:2]1[CH:3]=[CH:4][C:5]([C:11]([CH3:23])([CH3:22])[CH2:12][C@:13]([OH:21])([C:17]([F:20])([F:19])[F:18])[CH2:14][C:15]#[CH:16])=[C:6]([CH:10]=1)[C:7]([OH:9])=[O:8].N1C=CN=C1.[Si:29](Cl)([CH2:34][CH3:35])([CH2:32][CH3:33])[CH2:30][CH3:31].